From a dataset of Peptide-MHC class I binding affinity with 185,985 pairs from IEDB/IMGT. Regression. Given a peptide amino acid sequence and an MHC pseudo amino acid sequence, predict their binding affinity value. This is MHC class I binding data. (1) The peptide sequence is GLFDVGARQNI. The MHC is HLA-A02:01 with pseudo-sequence HLA-A02:01. The binding affinity (normalized) is 0.389. (2) The peptide sequence is SYLTLAKHT. The MHC is H-2-Kd with pseudo-sequence H-2-Kd. The binding affinity (normalized) is 0.516.